This data is from Reaction yield outcomes from USPTO patents with 853,638 reactions. The task is: Predict the reaction yield, written as a fraction of the theoretical maximum amount of product (1.0 means a 100% yield; for example, 0.34 means a 34% yield). (1) The reactants are [CH3:1][NH:2][CH2:3][CH:4]1[N:9]2[N:10]=[C:11]([C:15]3[CH:20]=[CH:19][C:18]([O:21][C:22]4[CH:27]=[CH:26][CH:25]=[CH:24][CH:23]=4)=[CH:17][CH:16]=3)[C:12]([C:13]#[N:14])=[C:8]2[NH:7][CH2:6][CH2:5]1.CS(C)=[O:30].[OH-].[Na+].OO. The catalyst is CCO. The product is [CH3:1][NH:2][CH2:3][CH:4]1[N:9]2[N:10]=[C:11]([C:15]3[CH:20]=[CH:19][C:18]([O:21][C:22]4[CH:27]=[CH:26][CH:25]=[CH:24][CH:23]=4)=[CH:17][CH:16]=3)[C:12]([C:13]([NH2:14])=[O:30])=[C:8]2[NH:7][CH2:6][CH2:5]1. The yield is 0.480. (2) The reactants are [NH2:1][C:2]1[C:11]2[C:6](=[CH:7][CH:8]=[C:9]([O:12][CH3:13])[CH:10]=2)[N:5]=[CH:4][C:3]=1[C:14]([O:16]CC)=[O:15].[OH-].[Na+]. The catalyst is CCO. The product is [NH2:1][C:2]1[C:11]2[C:6](=[CH:7][CH:8]=[C:9]([O:12][CH3:13])[CH:10]=2)[N:5]=[CH:4][C:3]=1[C:14]([OH:16])=[O:15]. The yield is 0.930. (3) The reactants are Cl[C:2]1[N:11]=[CH:10][C:9]2[C:4](=[C:5]([O:13][CH3:14])[C:6]([CH3:12])=[CH:7][CH:8]=2)[N:3]=1.[NH2:15][C@H:16]1[CH2:21][CH2:20][C@H:19]([OH:22])[CH2:18][CH2:17]1.C1CCN2C(=NCCC2)CC1. The catalyst is CC#N. The product is [CH3:14][O:13][C:5]1[C:6]([CH3:12])=[CH:7][CH:8]=[C:9]2[C:4]=1[N:3]=[C:2]([NH:15][C@H:16]1[CH2:21][CH2:20][C@H:19]([OH:22])[CH2:18][CH2:17]1)[N:11]=[CH:10]2. The yield is 0.605. (4) The reactants are O(P(O[C:18]1[C@H:24]([CH3:25])[C@@H:23]2[N:20]([C:21](=[O:29])[C@@H:22]2[C@H:26]([OH:28])[CH3:27])[C:19]=1[C:30]([O:32][CH2:33][C:34]1[CH:39]=[CH:38][C:37]([N+:40]([O-:42])=[O:41])=[CH:36][CH:35]=1)=[O:31])(OC1C=CC=CC=1)=O)C1C=CC=CC=1.[SH:43][CH:44]1[CH2:49][CH2:48][CH2:47][N:46]([S:50]([NH2:53])(=[O:52])=[O:51])[CH2:45]1. No catalyst specified. The product is [NH2:53][S:50]([N:46]1[CH2:47][CH2:48][CH2:49][CH:44]([S:43][C:18]2[C@H:24]([CH3:25])[C@H:23]3[N:20]([C:21](=[O:29])[C@@H:22]3[C@H:26]([OH:28])[CH3:27])[C:19]=2[C:30]([O:32][CH2:33][C:34]2[CH:39]=[CH:38][C:37]([N+:40]([O-:42])=[O:41])=[CH:36][CH:35]=2)=[O:31])[CH2:45]1)(=[O:51])=[O:52]. The yield is 0.508. (5) The reactants are [OH:1][CH2:2][C@H:3]1[C@@H:7]([OH:8])[CH:6]=[CH:5][CH2:4]1.[C:9]([Si:13](Cl)([C:20]1[CH:25]=[CH:24][CH:23]=[CH:22][CH:21]=1)[C:14]1[CH:19]=[CH:18][CH:17]=[CH:16][CH:15]=1)([CH3:12])([CH3:11])[CH3:10]. The yield is 0.860. The catalyst is C(Cl)Cl.CN(C1C=CN=CC=1)C. The product is [Si:13]([O:1][CH2:2][C@H:3]1[C@@H:7]([OH:8])[CH:6]=[CH:5][CH2:4]1)([C:9]([CH3:12])([CH3:11])[CH3:10])([C:20]1[CH:21]=[CH:22][CH:23]=[CH:24][CH:25]=1)[C:14]1[CH:19]=[CH:18][CH:17]=[CH:16][CH:15]=1. (6) The reactants are [OH:1][C:2]1[CH:30]=[CH:29][CH:28]=[CH:27][C:3]=1[CH2:4][NH:5][C:6]([NH:8][C:9]1[N:13]([C:14]2[CH:19]=[CH:18][C:17]([CH3:20])=[CH:16][CH:15]=2)[N:12]=[C:11]([C:21]2[CH:25]=[CH:24][O:23][C:22]=2[CH3:26])[CH:10]=1)=[O:7].[Cl:31][C:32]1[N:37]=[C:36](Cl)[CH:35]=[CH:34][N:33]=1.[OH-].[Na+]. The catalyst is CC(C)=O. The product is [Cl:31][C:32]1[N:37]=[C:36]([O:1][C:2]2[CH:30]=[CH:29][CH:28]=[CH:27][C:3]=2[CH2:4][NH:5][C:6]([NH:8][C:9]2[N:13]([C:14]3[CH:15]=[CH:16][C:17]([CH3:20])=[CH:18][CH:19]=3)[N:12]=[C:11]([C:21]3[CH:25]=[CH:24][O:23][C:22]=3[CH3:26])[CH:10]=2)=[O:7])[CH:35]=[CH:34][N:33]=1. The yield is 0.780. (7) The reactants are [NH2:1][C:2]1[CH:7]=[CH:6][C:5]([NH:8][C:9]([NH:11][C:12]2[CH:17]=[CH:16][CH:15]=[CH:14][CH:13]=2)=[O:10])=[CH:4][CH:3]=1.N1C=CC=CC=1.[C:24]1([CH3:34])[CH:29]=[CH:28][C:27]([S:30](Cl)(=[O:32])=[O:31])=[CH:26][CH:25]=1. The catalyst is C(OCC)(=O)C. The product is [CH3:34][C:24]1[CH:29]=[CH:28][C:27]([S:30]([NH:1][C:2]2[CH:3]=[CH:4][C:5]([NH:8][C:9]([NH:11][C:12]3[CH:13]=[CH:14][CH:15]=[CH:16][CH:17]=3)=[O:10])=[CH:6][CH:7]=2)(=[O:32])=[O:31])=[CH:26][CH:25]=1. The yield is 0.680.